This data is from Catalyst prediction with 721,799 reactions and 888 catalyst types from USPTO. The task is: Predict which catalyst facilitates the given reaction. (1) The catalyst class is: 1. Reactant: [O:1]1[CH2:6][CH2:5][N:4]([CH:7]([CH3:22])[C:8]#[C:9][C:10]#[C:11][C:12]2[CH:21]=[CH:20][C:15]([C:16]([O:18]C)=[O:17])=[CH:14][CH:13]=2)[CH2:3][CH2:2]1.CO.O. Product: [O:1]1[CH2:2][CH2:3][N:4]([CH:7]([CH3:22])[C:8]#[C:9][C:10]#[C:11][C:12]2[CH:13]=[CH:14][C:15]([C:16]([OH:18])=[O:17])=[CH:20][CH:21]=2)[CH2:5][CH2:6]1. (2) Reactant: [CH:1]([C:3]1[C:12](=[O:13])[C:11]2[C:6](=[CH:7][CH:8]=[C:9]([CH3:14])[CH:10]=2)[O:5][CH:4]=1)=O.[CH3:15][O:16][C:17]([C:19]#[C:20][C:21]([O:23][CH3:24])=[O:22])=[O:18].C1(P(C2C=CC=CC=2)C2C=CC=CC=2)C=CC=CC=1.[NH2:44][CH2:45][CH2:46][C:47]1[C:55]2[C:50](=[CH:51][CH:52]=[CH:53][CH:54]=2)[NH:49][CH:48]=1. Product: [CH3:15][O:16][C:17]([C:19]1[C:20]2([C:21]([O:23][CH3:24])=[O:22])[N:44]([CH2:45][CH2:46][C:47]3[C:55]4[C:50](=[CH:51][CH:52]=[CH:53][CH:54]=4)[NH:49][C:48]=32)[CH:4]=[C:3]([C:12](=[O:13])[C:11]2[CH:10]=[C:9]([CH3:14])[CH:8]=[CH:7][C:6]=2[OH:5])[CH:1]=1)=[O:18]. The catalyst class is: 11. (3) Reactant: C[Al](C)C.CCCCCC.Cl.[C:12]1([C:21]2[C:16](=[CH:17][CH:18]=[CH:19][CH:20]=2)[CH2:15][O:14]1)=[O:13].C(C(C([C:29]([O-:31])=O)O)O)([O-])=O.[K+].[Na+].[CH3:34][C:35]([Si:38](Cl)([CH3:40])[CH3:39])([CH3:37])[CH3:36].[NH:42]1C=CN=[CH:43]1. Product: [Si:38]([O:14][CH2:15][C:16]1[CH:17]=[CH:18][CH:19]=[CH:20][C:21]=1[C:12]([N:42]([O:31][CH3:29])[CH3:43])=[O:13])([C:35]([CH3:37])([CH3:36])[CH3:34])([CH3:40])[CH3:39]. The catalyst class is: 34. (4) Reactant: [S:1]1[CH:5]=[CH:4][C:3]2[CH:6]=[CH:7][CH:8]=[CH:9][C:2]1=2.[Li]C(C)(C)C.[CH3:15][N:16]([CH3:25])[C:17]1[CH:24]=[CH:23][C:20]([CH:21]=[O:22])=[CH:19][CH:18]=1. Product: [S:1]1[C:5]([CH:21]([OH:22])[C:20]2[CH:19]=[CH:18][C:17]([N:16]([CH3:15])[CH3:25])=[CH:24][CH:23]=2)=[CH:4][C:3]2[CH:6]=[CH:7][CH:8]=[CH:9][C:2]1=2. The catalyst class is: 1. (5) Reactant: C(O[C:5](=[O:7])[CH3:6])(=O)C.[N+:8]([C:11]1[CH:16]=[CH:15][C:14]([N:17]2[CH2:20][CH:19]([NH2:21])[CH2:18]2)=[CH:13][CH:12]=1)([O-:10])=[O:9]. Product: [N+:8]([C:11]1[CH:12]=[CH:13][C:14]([N:17]2[CH2:18][CH:19]([NH:21][C:5](=[O:7])[CH3:6])[CH2:20]2)=[CH:15][CH:16]=1)([O-:10])=[O:9]. The catalyst class is: 17.